From a dataset of Full USPTO retrosynthesis dataset with 1.9M reactions from patents (1976-2016). Predict the reactants needed to synthesize the given product. (1) Given the product [C:17]([C:13]1[N:12]=[CH:11][C:10]([C:6](=[O:9])[CH2:7][CH3:8])=[CH:15][CH:14]=1)([CH3:21])([CH3:18])[CH3:16], predict the reactants needed to synthesize it. The reactants are: S(=O)(=O)(O)O.[C:6]([C:10]1[CH:11]=[N:12][CH:13]=[CH:14][CH:15]=1)(=[O:9])[CH2:7][CH3:8].[CH3:16][C:17](C)([CH3:21])[C:18](O)=O.S(OOS([O-])(=O)=O)([O-])(=O)=O.[NH4+].[NH4+].N. (2) Given the product [CH3:1][O:2][C:3]1[CH:4]=[C:5]([CH:33]=[CH:34][C:35]=1[O:36][CH3:37])[CH2:6][CH:7]1[C:16]2[C:11](=[CH:12][C:13]([O:18][CH3:19])=[C:14]([O:17][CH2:38][CH3:39])[CH:15]=2)[CH2:10][CH2:9][N:8]1[CH2:20][C:21]([NH:23][CH:24]1[C:32]2[C:27](=[CH:28][CH:29]=[CH:30][CH:31]=2)[CH2:26][CH2:25]1)=[O:22], predict the reactants needed to synthesize it. The reactants are: [CH3:1][O:2][C:3]1[CH:4]=[C:5]([CH:33]=[CH:34][C:35]=1[O:36][CH3:37])[CH2:6][CH:7]1[C:16]2[C:11](=[CH:12][C:13]([O:18][CH3:19])=[C:14]([OH:17])[CH:15]=2)[CH2:10][CH2:9][N:8]1[CH2:20][C:21]([NH:23][CH:24]1[C:32]2[C:27](=[CH:28][CH:29]=[CH:30][CH:31]=2)[CH2:26][CH2:25]1)=[O:22].[CH2:38](I)[CH3:39]. (3) Given the product [C:17]([O:22][CH2:23][CH2:24][O:25][C:26]1[CH:27]=[CH:28][CH:29]=[CH:30][CH:31]=1)(=[O:21])[C:18]([CH3:20])=[CH2:19].[C:4]([O:6][CH3:7])(=[O:5])[C:3]([CH3:9])=[CH2:8].[C:32]([OH:37])(=[O:36])[C:33]([CH3:35])=[CH2:34], predict the reactants needed to synthesize it. The reactants are: N([C:3]([CH3:9])([CH3:8])[C:4]([O:6][CH3:7])=[O:5])=N[C:3]([CH3:9])([CH3:8])[C:4]([O:6][CH3:7])=[O:5].[C:17]([O:22][CH2:23][CH2:24][O:25][C:26]1[CH:31]=[CH:30][CH:29]=[CH:28][CH:27]=1)(=[O:21])[C:18]([CH3:20])=[CH2:19].[C:32]([OH:37])(=[O:36])[C:33]([CH3:35])=[CH2:34].C(OC)(=O)C(C)=C. (4) Given the product [CH:34]1([C:2]2[CH:7]=[C:6]([O:8][CH3:9])[N:5]=[C:4]([C:10]3[CH:15]=[N:14][C:13]([N:16]4[C:24]5[C:19](=[CH:20][CH:21]=[C:22]([C:25]([N:27]([CH2:29][CH2:30][OH:31])[CH3:28])=[O:26])[CH:23]=5)[C:18]5([CH2:33][CH2:32]5)[CH2:17]4)=[N:12][CH:11]=3)[CH:3]=2)[CH2:36][CH2:35]1, predict the reactants needed to synthesize it. The reactants are: Cl[C:2]1[CH:7]=[C:6]([O:8][CH3:9])[N:5]=[C:4]([C:10]2[CH:11]=[N:12][C:13]([N:16]3[C:24]4[C:19](=[CH:20][CH:21]=[C:22]([C:25]([N:27]([CH2:29][CH2:30][OH:31])[CH3:28])=[O:26])[CH:23]=4)[C:18]4([CH2:33][CH2:32]4)[CH2:17]3)=[N:14][CH:15]=2)[CH:3]=1.[CH:34]1(B(O)O)[CH2:36][CH2:35]1.C([O-])([O-])=O.[K+].[K+].